Dataset: Full USPTO retrosynthesis dataset with 1.9M reactions from patents (1976-2016). Task: Predict the reactants needed to synthesize the given product. (1) Given the product [F:8][C:9]1[C:14]([F:15])=[CH:13][CH:12]=[CH:11][C:10]=1[C@H:16]1[CH2:22][NH:21][C:20](=[S:23])[C@H:19]([NH:24][C:25]([N:45]2[CH2:44][CH2:43][CH:42]([N:34]3[C:35]4[C:36](=[N:37][CH:38]=[CH:39][CH:40]=4)[NH:41][C:33]3=[O:32])[CH2:47][CH2:46]2)=[O:31])[CH2:18][CH2:17]1, predict the reactants needed to synthesize it. The reactants are: C(N(CC)CC)C.[F:8][C:9]1[C:14]([F:15])=[CH:13][CH:12]=[CH:11][C:10]=1[C@H:16]1[CH2:22][NH:21][C:20](=[S:23])[C@H:19]([NH:24][C:25](=[O:31])OC(C)(C)C)[CH2:18][CH2:17]1.[O:32]=[C:33]1[NH:41][C:36]2=[N:37][CH:38]=[CH:39][CH:40]=[C:35]2[N:34]1[CH:42]1[CH2:47][CH2:46][N:45](C(Cl)=O)[CH2:44][CH2:43]1. (2) Given the product [CH3:1][O:2][C:3]1[CH:4]=[C:5]2[C:10](=[CH:11][C:12]=1[O:13][CH3:14])[N:9]=[CH:8][N:7]=[C:6]2[O:15][C:16]1[CH:22]=[CH:21][C:19]([NH:20][C:30]([NH:38][N:39]2[CH2:44][CH2:43][CH2:42][CH2:41][CH2:40]2)=[O:36])=[C:18]([N+:23]([O-:25])=[O:24])[CH:17]=1, predict the reactants needed to synthesize it. The reactants are: [CH3:1][O:2][C:3]1[CH:4]=[C:5]2[C:10](=[CH:11][C:12]=1[O:13][CH3:14])[N:9]=[CH:8][N:7]=[C:6]2[O:15][C:16]1[CH:22]=[CH:21][C:19]([NH2:20])=[C:18]([N+:23]([O-:25])=[O:24])[CH:17]=1.ClC(Cl)(O[C:30](=[O:36])OC(Cl)(Cl)Cl)Cl.[NH2:38][N:39]1[CH2:44][CH2:43][CH2:42][CH2:41][CH2:40]1.C(=O)(O)[O-].[Na+].